From a dataset of Catalyst prediction with 721,799 reactions and 888 catalyst types from USPTO. Predict which catalyst facilitates the given reaction. Reactant: [Cl:1][C:2]1[CH:7]=[CH:6][N:5]=[CH:4][C:3]=1[S:8]([NH2:11])(=[O:10])=[O:9].[NH2:12][C:13]1[CH:18]=[CH:17][CH:16]=[C:15]([CH3:19])[CH:14]=1. Product: [ClH:1].[CH3:19][C:15]1[CH:14]=[C:13]([NH:12][C:2]2[CH:7]=[CH:6][N:5]=[CH:4][C:3]=2[S:8]([NH2:11])(=[O:10])=[O:9])[CH:18]=[CH:17][CH:16]=1. The catalyst class is: 51.